From a dataset of Retrosynthesis with 50K atom-mapped reactions and 10 reaction types from USPTO. Predict the reactants needed to synthesize the given product. (1) Given the product N#CSCSc1nc(Cl)c(Cl)nc1Cl, predict the reactants needed to synthesize it. The reactants are: ClCSc1nc(Cl)c(Cl)nc1Cl.N#C[S-]. (2) Given the product CCCO[C@H]1CCC[C@H](NC(=O)OC(C)(C)C)C(=O)O[C@@H](C)[C@@H]1CCC(C)C, predict the reactants needed to synthesize it. The reactants are: CCCO[C@@H](CCC[C@H](NC(=O)OC(C)(C)C)C(=O)O)[C@@H](CCC(C)C)[C@H](C)O. (3) Given the product COc1cc(CCNC(=O)C(=COC(F)F)c2ccc3c(c2)CCCC3)ccc1OC(C)=O, predict the reactants needed to synthesize it. The reactants are: CC(=O)Cl.COc1cc(CCNC(=O)C(=COC(F)F)c2ccc3c(c2)CCCC3)ccc1O. (4) Given the product CS(=O)(=O)NC1CCCc2ccc([N+](=O)[O-])cc21, predict the reactants needed to synthesize it. The reactants are: CS(=O)(=O)Cl.NC1CCCc2ccc([N+](=O)[O-])cc21. (5) Given the product N#Cc1ccccc1N1CCCC(CO)C1, predict the reactants needed to synthesize it. The reactants are: N#Cc1ccccc1F.OCC1CCCNC1. (6) Given the product CCCNC1CCc2ccc(OC)cc2C1, predict the reactants needed to synthesize it. The reactants are: CCCN.COc1ccc2c(c1)CC(=O)CC2. (7) Given the product CC(C)(C)n1sc(-c2ccc(CC(=O)O)cc2)cc1=O, predict the reactants needed to synthesize it. The reactants are: COC(=O)Cc1ccc(-c2cc(=O)n(C(C)(C)C)s2)cc1. (8) Given the product COc1cccc(N)c1Br, predict the reactants needed to synthesize it. The reactants are: COc1cccc([N+](=O)[O-])c1Br.